From a dataset of NCI-60 drug combinations with 297,098 pairs across 59 cell lines. Regression. Given two drug SMILES strings and cell line genomic features, predict the synergy score measuring deviation from expected non-interaction effect. (1) Drug 1: C1CC(=O)NC(=O)C1N2CC3=C(C2=O)C=CC=C3N. Drug 2: CC(C1=C(C=CC(=C1Cl)F)Cl)OC2=C(N=CC(=C2)C3=CN(N=C3)C4CCNCC4)N. Cell line: BT-549. Synergy scores: CSS=3.23, Synergy_ZIP=1.18, Synergy_Bliss=3.52, Synergy_Loewe=-0.648, Synergy_HSA=-0.564. (2) Synergy scores: CSS=-4.03, Synergy_ZIP=-9.51, Synergy_Bliss=-22.6, Synergy_Loewe=-51.5, Synergy_HSA=-31.6. Drug 1: CC(C)NC(=O)C1=CC=C(C=C1)CNNC.Cl. Cell line: HCC-2998. Drug 2: CCC1(C2=C(COC1=O)C(=O)N3CC4=CC5=C(C=CC(=C5CN(C)C)O)N=C4C3=C2)O.Cl.